Dataset: Catalyst prediction with 721,799 reactions and 888 catalyst types from USPTO. Task: Predict which catalyst facilitates the given reaction. (1) Reactant: [OH:1][CH:2]1[CH2:5][N:4]([C:6]2[CH:14]=[CH:13][C:9]([C:10]([NH2:12])=[O:11])=[CH:8][N:7]=2)[CH2:3]1.[C:15](Cl)(=[O:26])[O:16][C:17]1[CH:22]=[CH:21][C:20]([N+:23]([O-:25])=[O:24])=[CH:19][CH:18]=1. Product: [C:15](=[O:26])([O:16][C:17]1[CH:18]=[CH:19][C:20]([N+:23]([O-:25])=[O:24])=[CH:21][CH:22]=1)[O:1][CH:2]1[CH2:5][N:4]([C:6]2[CH:14]=[CH:13][C:9]([C:10](=[O:11])[NH2:12])=[CH:8][N:7]=2)[CH2:3]1. The catalyst class is: 2. (2) Product: [C:1]([C:3]1[CH:8]=[C:7]([CH3:9])[CH:6]=[CH:5][C:4]=1[C:10]1[CH:11]=[C:12]([C:17]([O:19][CH3:20])=[O:18])[CH:13]=[C:14]([O:16][CH:35]2[CH:31]([OH:36])[CH2:32][N:33]([C:37]([O:39][C:40]([CH3:43])([CH3:42])[CH3:41])=[O:38])[CH2:34]2)[CH:15]=1)#[N:2]. The catalyst class is: 25. Reactant: [C:1]([C:3]1[CH:8]=[C:7]([CH3:9])[CH:6]=[CH:5][C:4]=1[C:10]1[CH:15]=[C:14]([OH:16])[CH:13]=[C:12]([C:17]([O:19][CH3:20])=[O:18])[CH:11]=1)#[N:2].C(=O)([O-])[O-].[K+].[K+].CS(C)=O.[CH:31]12[O:36][CH:35]1[CH2:34][N:33]([C:37]([O:39][C:40]([CH3:43])([CH3:42])[CH3:41])=[O:38])[CH2:32]2. (3) Reactant: [F:1][C:2]1[CH:7]=[CH:6][C:5]([C:8]2[C:13]([C:14]3[CH:15]=[CH:16][C:17]4[N:18]([C:20]([C:23]([O:25]CC)=[O:24])=[N:21][CH:22]=4)[CH:19]=3)=[CH:12][CH:11]=[CH:10][N:9]=2)=[CH:4][C:3]=1[CH3:28].O[Li].O. Product: [F:1][C:2]1[CH:7]=[CH:6][C:5]([C:8]2[C:13]([C:14]3[CH:15]=[CH:16][C:17]4[N:18]([C:20]([C:23]([OH:25])=[O:24])=[N:21][CH:22]=4)[CH:19]=3)=[CH:12][CH:11]=[CH:10][N:9]=2)=[CH:4][C:3]=1[CH3:28]. The catalyst class is: 20. (4) Reactant: C[Si]([N-][Si](C)(C)C)(C)C.[K+].[CH3:11][O:12][C:13]1[CH:18]=[CH:17][C:16]([OH:19])=[CH:15][CH:14]=1.Cl[C:21]1[C:22]2[CH:31]=[CH:30][C:29]([S:32]([CH3:35])(=[O:34])=[O:33])=[CH:28][C:23]=2[S:24][C:25]=1[C:26]#[N:27]. Product: [CH3:35][S:32]([C:29]1[CH:30]=[CH:31][C:22]2[C:21]([O:19][C:16]3[CH:17]=[CH:18][C:13]([O:12][CH3:11])=[CH:14][CH:15]=3)=[C:25]([C:26]#[N:27])[S:24][C:23]=2[CH:28]=1)(=[O:34])=[O:33]. The catalyst class is: 3. (5) Reactant: [F:1][C:2]1[CH:7]=[CH:6][C:5]([N:8]([C:18]2[CH:23]=[CH:22][C:21]([F:24])=[CH:20][CH:19]=2)[C:9]([NH:11][CH:12]2[CH2:17][CH2:16][NH:15][CH2:14][CH2:13]2)=[O:10])=[CH:4][CH:3]=1.[F:25][C:26]([F:41])([F:40])[C:27]1[CH:28]=[CH:29][C:30]([N:33]2[CH:37]=[CH:36][C:35]([CH:38]=O)=[CH:34]2)=[N:31][CH:32]=1.CCOC(C)=O. Product: [F:1][C:2]1[CH:7]=[CH:6][C:5]([N:8]([C:18]2[CH:19]=[CH:20][C:21]([F:24])=[CH:22][CH:23]=2)[C:9]([NH:11][CH:12]2[CH2:13][CH2:14][N:15]([CH2:38][C:35]3[CH:36]=[CH:37][N:33]([C:30]4[CH:29]=[CH:28][C:27]([C:26]([F:41])([F:25])[F:40])=[CH:32][N:31]=4)[CH:34]=3)[CH2:16][CH2:17]2)=[O:10])=[CH:4][CH:3]=1. The catalyst class is: 2. (6) Reactant: BrN1C(C)(C)C(=O)N(Br)C1=O.[CH3:12][N:13]1[C:21]([C:22]2[CH:27]=[CH:26][CH:25]=[CH:24][CH:23]=2)=[C:20]2[C:15]([C:16]3([C:36]4[CH:41]=[CH:40][CH:39]=[CH:38][CH:37]=4)[CH2:31][CH:30]([C:32]#[N:33])[C:29](=[O:34])[CH:28]([CH3:35])[CH:17]3[CH2:18][CH2:19]2)=[N:14]1.N1C=CC=CC=1. Product: [CH3:12][N:13]1[C:21]([C:22]2[CH:27]=[CH:26][CH:25]=[CH:24][CH:23]=2)=[C:20]2[C:15]([C:16]3([C:36]4[CH:41]=[CH:40][CH:39]=[CH:38][CH:37]=4)[CH:31]=[C:30]([C:32]#[N:33])[C:29](=[O:34])[CH:28]([CH3:35])[CH:17]3[CH2:18][CH2:19]2)=[N:14]1. The catalyst class is: 9. (7) Reactant: [BH4-].[Na+].[F:3][C:4]([F:23])([F:22])[C:5]1[CH:6]=[CH:7][C:8]([C:11]2[N:16]=[CH:15][N:14]=[C:13]([C:17](OCC)=[O:18])[CH:12]=2)=[N:9][CH:10]=1. Product: [F:23][C:4]([F:3])([F:22])[C:5]1[CH:6]=[CH:7][C:8]([C:11]2[N:16]=[CH:15][N:14]=[C:13]([CH2:17][OH:18])[CH:12]=2)=[N:9][CH:10]=1. The catalyst class is: 1. (8) Reactant: [Cl:1][C:2]1[CH:9]=[CH:8][C:5]([CH:6]=[O:7])=[CH:4][N:3]=1.[C:10]1([Mg]Br)[CH:15]=[CH:14][CH:13]=[CH:12][CH:11]=1.[Cl-].[NH4+]. Product: [Cl:1][C:2]1[N:3]=[CH:4][C:5]([CH:6]([C:10]2[CH:15]=[CH:14][CH:13]=[CH:12][CH:11]=2)[OH:7])=[CH:8][CH:9]=1. The catalyst class is: 7.